From a dataset of Full USPTO retrosynthesis dataset with 1.9M reactions from patents (1976-2016). Predict the reactants needed to synthesize the given product. (1) The reactants are: [CH2:1]([S:3][C:4]1[S:8][CH:7]=[N:6][C:5]=1[C:9]([O:11]CC)=[O:10])[CH3:2].[OH-].[Na+].Cl. Given the product [CH2:1]([S:3][C:4]1[S:8][CH:7]=[N:6][C:5]=1[C:9]([OH:11])=[O:10])[CH3:2], predict the reactants needed to synthesize it. (2) Given the product [CH2:6]([O:13][C:14](=[O:46])[N:15]([C@H:25]1[C@@H:26]([CH2:41][C:42]#[CH:43])[N:27]([CH2:30][C:31]2[CH:36]=[CH:35][C:34]([O:37][CH3:38])=[CH:33][C:32]=2[O:39][CH3:40])[C:28]1=[O:29])[CH2:16][C:17]1[CH:18]=[CH:19][C:20]([O:23][CH3:24])=[CH:21][CH:22]=1)[C:7]1[CH:12]=[CH:11][CH:10]=[CH:9][CH:8]=1, predict the reactants needed to synthesize it. The reactants are: C([Li])(C)(C)C.[CH2:6]([O:13][C:14](=[O:46])[N:15]([C@@H:25]1[C:28](=[O:29])[N:27]([CH2:30][C:31]2[CH:36]=[CH:35][C:34]([O:37][CH3:38])=[CH:33][C:32]=2[O:39][CH3:40])[C@@H:26]1[CH2:41][CH:42]=[C:43](Br)Br)[CH2:16][C:17]1[CH:22]=[CH:21][C:20]([O:23][CH3:24])=[CH:19][CH:18]=1)[C:7]1[CH:12]=[CH:11][CH:10]=[CH:9][CH:8]=1. (3) Given the product [C:1]([O:5][C:6](=[O:18])[NH:7][C:8]1[CH:13]=[CH:12][C:11]([C:24]2[CH:25]=[CH:26][C:21]([O:20][CH3:19])=[CH:22][CH:23]=2)=[CH:10][C:9]=1[N+:15]([O-:17])=[O:16])([CH3:4])([CH3:3])[CH3:2], predict the reactants needed to synthesize it. The reactants are: [C:1]([O:5][C:6](=[O:18])[NH:7][C:8]1[CH:13]=[CH:12][C:11](I)=[CH:10][C:9]=1[N+:15]([O-:17])=[O:16])([CH3:4])([CH3:3])[CH3:2].[CH3:19][O:20][C:21]1[CH:26]=[CH:25][C:24](B(O)O)=[CH:23][CH:22]=1. (4) Given the product [CH:25]([O:28][C:29]1[CH:37]=[C:36]([CH3:38])[CH:35]=[CH:34][C:30]=1[C:31]([NH:1][C:2]1[CH:3]=[CH:4][C:5]([O:6][CH2:7][CH2:8][C:9]2[N:14]=[C:13]([NH:15][C:16](=[O:22])[O:17][C:18]([CH3:21])([CH3:19])[CH3:20])[CH:12]=[CH:11][CH:10]=2)=[CH:23][CH:24]=1)=[O:32])([CH3:27])[CH3:26], predict the reactants needed to synthesize it. The reactants are: [NH2:1][C:2]1[CH:24]=[CH:23][C:5]([O:6][CH2:7][CH2:8][C:9]2[N:14]=[C:13]([NH:15][C:16](=[O:22])[O:17][C:18]([CH3:21])([CH3:20])[CH3:19])[CH:12]=[CH:11][CH:10]=2)=[CH:4][CH:3]=1.[CH:25]([O:28][C:29]1[CH:37]=[C:36]([CH3:38])[CH:35]=[CH:34][C:30]=1[C:31](O)=[O:32])([CH3:27])[CH3:26].ON1C2C=CC=CC=2N=N1.Cl.CN(C)CCCN=C=NCC. (5) Given the product [Cl:21][C:11]1[CH:12]=[C:13]2[C:8](=[C:9]([Cl:22])[CH:10]=1)[N:7]=[C:6]([N:26]1[CH2:27][CH2:28][CH2:29][CH:25]1[CH3:24])[C:5]([C:3]([OH:2])=[O:4])=[C:14]2[C:15]1[CH:16]=[CH:17][CH:18]=[CH:19][CH:20]=1, predict the reactants needed to synthesize it. The reactants are: C[O:2][C:3]([C:5]1[C:6](Cl)=[N:7][C:8]2[C:13]([C:14]=1[C:15]1[CH:20]=[CH:19][CH:18]=[CH:17][CH:16]=1)=[CH:12][C:11]([Cl:21])=[CH:10][C:9]=2[Cl:22])=[O:4].[CH3:24][CH:25]1[CH2:29][CH2:28][CH2:27][NH:26]1. (6) Given the product [C:11]12([C:21]([O:10][C:8]3[CH:7]=[CH:6][C:4]([OH:5])=[C:3]([CH2:1][CH3:2])[CH:9]=3)=[O:22])[CH2:18][CH:17]3[CH2:16][CH:15]([CH2:14][CH:13]([CH2:19]3)[CH2:12]1)[CH2:20]2, predict the reactants needed to synthesize it. The reactants are: [CH2:1]([C:3]1[CH:9]=[C:8]([OH:10])[CH:7]=[CH:6][C:4]=1[OH:5])[CH3:2].[C:11]12([C:21](Cl)=[O:22])[CH2:20][CH:15]3[CH2:16][CH:17]([CH2:19][CH:13]([CH2:14]3)[CH2:12]1)[CH2:18]2.N1C=CC=CC=1.